Task: Predict the reactants needed to synthesize the given product.. Dataset: Full USPTO retrosynthesis dataset with 1.9M reactions from patents (1976-2016) (1) Given the product [OH:2][C:3]1[N:8]=[CH:7][C:6]([NH:9][C:10](=[O:17])[C:11]2[CH:16]=[CH:15][CH:14]=[CH:13][CH:12]=2)=[CH:5][CH:4]=1, predict the reactants needed to synthesize it. The reactants are: C[O:2][C:3]1[N:8]=[CH:7][C:6]([NH:9][C:10](=[O:17])[C:11]2[CH:16]=[CH:15][CH:14]=[CH:13][CH:12]=2)=[CH:5][CH:4]=1. (2) The reactants are: [CH3:1][O:2][C:3]([C:5]1[S:6][C:7]([CH2:10][CH2:11][CH2:12][NH:13][CH2:14][CH2:15][CH2:16][C:17]2[CH:22]=[CH:21][CH:20]=[C:19]([Cl:23])[CH:18]=2)=[CH:8][CH:9]=1)=[O:4].C1CCC(N=C=NC2CCCCC2)CC1.[C:39](O)(=[O:46])[C:40]1[CH:45]=[CH:44][CH:43]=[N:42][CH:41]=1. Given the product [CH3:1][O:2][C:3]([C:5]1[S:6][C:7]([CH2:10][CH2:11][CH2:12][N:13]([CH2:14][CH2:15][CH2:16][C:17]2[CH:22]=[CH:21][CH:20]=[C:19]([Cl:23])[CH:18]=2)[C:39]([C:40]2[CH:41]=[N:42][CH:43]=[CH:44][CH:45]=2)=[O:46])=[CH:8][CH:9]=1)=[O:4], predict the reactants needed to synthesize it. (3) Given the product [CH3:34][N:35]([CH2:37][CH2:1][NH:2][C:3]([C:5]1[C:10]([NH2:11])=[C:9]([NH:12][C:13]2[CH:17]=[C:16]([CH3:18])[NH:15][N:14]=2)[N:8]=[C:7]([S:19][C:20]2[CH:25]=[CH:24][C:23]([NH:26][C:27]([CH:29]3[CH2:31][CH2:30]3)=[O:28])=[CH:22][CH:21]=2)[N:6]=1)=[O:4])[CH3:36], predict the reactants needed to synthesize it. The reactants are: [CH3:1][NH:2][C:3]([C:5]1[C:10]([NH2:11])=[C:9]([NH:12][C:13]2[CH:17]=[C:16]([CH3:18])[NH:15][N:14]=2)[N:8]=[C:7]([S:19][C:20]2[CH:25]=[CH:24][C:23]([NH:26][C:27]([CH:29]3[CH2:31][CH2:30]3)=[O:28])=[CH:22][CH:21]=2)[N:6]=1)=[O:4].CN.[CH3:34][N:35]([CH2:37]CN)[CH3:36]. (4) Given the product [C:1]([C:3]1[C:4]([N:16]2[CH2:17][CH:18]([C:20](=[O:21])[NH:34][S:31]([CH2:30][C:27]3[CH:28]=[CH:29][C:24]([F:23])=[CH:25][CH:26]=3)(=[O:33])=[O:32])[CH2:19]2)=[N:5][C:6]([CH2:14][CH3:15])=[C:7]([CH:8]=1)[C:9]([O:11][CH2:12][CH3:13])=[O:10])#[N:2], predict the reactants needed to synthesize it. The reactants are: [C:1]([C:3]1[C:4]([N:16]2[CH2:19][CH:18]([C:20](O)=[O:21])[CH2:17]2)=[N:5][C:6]([CH2:14][CH3:15])=[C:7]([C:9]([O:11][CH2:12][CH3:13])=[O:10])[CH:8]=1)#[N:2].[F:23][C:24]1[CH:29]=[CH:28][C:27]([CH2:30][S:31]([NH2:34])(=[O:33])=[O:32])=[CH:26][CH:25]=1. (5) Given the product [CH:67]1([C@H:62]([NH:61][C:24]([C:14]2[S:15][C:16]([C:18]3[CH:23]=[CH:22][CH:21]=[CH:20][CH:19]=3)=[CH:17][C:13]=2[NH:12][C:10]([NH:9][C:3]2[C:4]([Cl:8])=[CH:5][CH:6]=[CH:7][C:2]=2[Cl:1])=[O:11])=[O:25])[C:63]([O:65][CH3:66])=[O:64])[CH2:72][CH2:71][CH2:70][CH2:69][CH2:68]1, predict the reactants needed to synthesize it. The reactants are: [Cl:1][C:2]1[CH:7]=[CH:6][CH:5]=[C:4]([Cl:8])[C:3]=1[NH:9][C:10]([NH:12][C:13]1[CH:17]=[C:16]([C:18]2[CH:23]=[CH:22][CH:21]=[CH:20][CH:19]=2)[S:15][C:14]=1[C:24](O)=[O:25])=[O:11].CN(C(ON1N=NC2C=CC=NC1=2)=[N+](C)C)C.F[P-](F)(F)(F)(F)F.CCN(C(C)C)C(C)C.Cl.[NH2:61][C@@H:62]([CH:67]1[CH2:72][CH2:71][CH2:70][CH2:69][CH2:68]1)[C:63]([O:65][CH3:66])=[O:64]. (6) Given the product [CH:13]([O:12][C:9]1([C:6]2[CH:7]=[CH:8][C:3]([C:1]#[C:2][C:23]3[CH:24]=[CH:25][C:20]([CH2:19][C:18]([O:17][CH3:16])=[O:27])=[CH:21][CH:22]=3)=[CH:4][CH:5]=2)[CH2:10][CH2:11]1)([CH3:15])[CH3:14], predict the reactants needed to synthesize it. The reactants are: [C:1]([C:3]1[CH:8]=[CH:7][C:6]([C:9]2([O:12][CH:13]([CH3:15])[CH3:14])[CH2:11][CH2:10]2)=[CH:5][CH:4]=1)#[CH:2].[CH3:16][O:17][C:18](=[O:27])[CH2:19][C:20]1[CH:25]=[CH:24][C:23](I)=[CH:22][CH:21]=1. (7) The reactants are: [OH:1][N:2]=[C:3]([NH2:10])[C:4]1[CH:9]=[CH:8][CH:7]=[N:6][CH:5]=1.[Cl:11][C:12]1[CH:20]=[CH:19][C:15]([C:16](Cl)=O)=[CH:14][N:13]=1.N. Given the product [Cl:11][C:12]1[N:13]=[CH:14][C:15]([C:16]2[O:1][N:2]=[C:3]([C:4]3[CH:5]=[N:6][CH:7]=[CH:8][CH:9]=3)[N:10]=2)=[CH:19][CH:20]=1, predict the reactants needed to synthesize it. (8) Given the product [CH3:10][C:9]1[O:16][C:14](=[O:15])/[C:13](=[CH:7]/[C:3]2[CH:2]=[N:1][CH:6]=[CH:5][CH:4]=2)/[N:12]=1, predict the reactants needed to synthesize it. The reactants are: [N:1]1[CH:6]=[CH:5][CH:4]=[C:3]([CH:7]=O)[CH:2]=1.[C:9]([NH:12][CH2:13][C:14]([OH:16])=[O:15])(=O)[CH3:10].C([O-])(=O)C.[Na+].C(OC(=O)C)(=O)C. (9) Given the product [OH:1][NH:2][C:5](=[O:4])[CH2:6][CH2:7][CH2:8][CH2:9][CH2:10][N:11]([C:18]1[CH:23]=[CH:22][CH:21]=[CH:20][N:19]=1)[C:12]1[CH:17]=[CH:16][CH:15]=[CH:14][N:13]=1, predict the reactants needed to synthesize it. The reactants are: [OH:1][NH2:2].C[O:4][C:5](=O)[CH2:6][CH2:7][CH2:8][CH2:9][CH2:10][N:11]([C:18]1[CH:23]=[CH:22][CH:21]=[CH:20][N:19]=1)[C:12]1[CH:17]=[CH:16][CH:15]=[CH:14][N:13]=1.CCOC(C)=O. (10) The reactants are: C[O:2][C:3]([C@H:5]1[CH2:10][CH2:9][C@H:8]([CH2:11][N:12]2[C:16]3[CH:17]=[C:18]([O:21][CH2:22][CH3:23])[CH:19]=[CH:20][C:15]=3[N:14]([CH3:24])[C:13]2=[O:25])[CH2:7][CH2:6]1)=[O:4].[Li+].[OH-].Cl. Given the product [CH2:22]([O:21][C:18]1[CH:19]=[CH:20][C:15]2[N:14]([CH3:24])[C:13](=[O:25])[N:12]([CH2:11][C@H:8]3[CH2:9][CH2:10][C@H:5]([C:3]([OH:4])=[O:2])[CH2:6][CH2:7]3)[C:16]=2[CH:17]=1)[CH3:23], predict the reactants needed to synthesize it.